This data is from Peptide-MHC class I binding affinity with 185,985 pairs from IEDB/IMGT. The task is: Regression. Given a peptide amino acid sequence and an MHC pseudo amino acid sequence, predict their binding affinity value. This is MHC class I binding data. (1) The peptide sequence is GMWCVLASR. The MHC is HLA-B46:01 with pseudo-sequence HLA-B46:01. The binding affinity (normalized) is 0.0847. (2) The peptide sequence is VLTLLLLLV. The MHC is HLA-B51:01 with pseudo-sequence HLA-B51:01. The binding affinity (normalized) is 0.139. (3) The binding affinity (normalized) is 0.204. The MHC is H-2-Db with pseudo-sequence H-2-Db. The peptide sequence is YRRVNFKWM. (4) The peptide sequence is AVRLVVGPL. The MHC is HLA-A31:01 with pseudo-sequence HLA-A31:01. The binding affinity (normalized) is 0.0847. (5) The peptide sequence is TTPDFPQL. The MHC is H-2-Kb with pseudo-sequence H-2-Kb. The binding affinity (normalized) is 0.669. (6) The peptide sequence is YPDPVIKV. The MHC is HLA-C04:01 with pseudo-sequence HLA-C04:01. The binding affinity (normalized) is 0.0847. (7) The peptide sequence is IISTLNKIL. The MHC is HLA-A02:02 with pseudo-sequence HLA-A02:02. The binding affinity (normalized) is 0.483. (8) The peptide sequence is ELFYILIAK. The MHC is HLA-A02:03 with pseudo-sequence HLA-A02:03. The binding affinity (normalized) is 0.0847.